From a dataset of Forward reaction prediction with 1.9M reactions from USPTO patents (1976-2016). Predict the product of the given reaction. (1) Given the reactants [CH2:1]([O:3][C:4]([C@H:6]1[CH2:11][CH2:10][C@@H:9]([OH:12])[CH2:8][CH2:7]1)=[O:5])[CH3:2].N1C=CN=C1.[Si:18](Cl)([C:21]([CH3:24])([CH3:23])[CH3:22])([CH3:20])[CH3:19].CN(C=O)C, predict the reaction product. The product is: [CH2:1]([O:3][C:4]([C@H:6]1[CH2:11][CH2:10][C@@H:9]([O:12][Si:18]([C:21]([CH3:24])([CH3:23])[CH3:22])([CH3:20])[CH3:19])[CH2:8][CH2:7]1)=[O:5])[CH3:2]. (2) Given the reactants [Br:1][C:2]1[CH:7]=[CH:6][C:5]([C:8]([O:10]C)=O)=[C:4]([F:12])[CH:3]=1.[H-].[Al+3].[Li+].[H-].[H-].[H-].N1C=CN=C1.[CH3:24][C:25]([Si:28](Cl)([CH3:30])[CH3:29])([CH3:27])[CH3:26], predict the reaction product. The product is: [Br:1][C:2]1[CH:7]=[CH:6][C:5]([CH2:8][O:10][Si:28]([C:25]([CH3:27])([CH3:26])[CH3:24])([CH3:30])[CH3:29])=[C:4]([F:12])[CH:3]=1. (3) Given the reactants [CH3:1][N:2]([C:12]1[CH:17]=[CH:16][C:15]([NH:18][C:19]([NH:21][C:22]2[CH:27]=[CH:26][CH:25]=[CH:24][CH:23]=2)=[O:20])=[CH:14][CH:13]=1)[S:3]([C:6]1[S:7][C:8](Br)=[CH:9][CH:10]=1)(=[O:5])=[O:4].[C:28]([N:35]1[CH2:40][CH:39]=[C:38](B2OC(C)(C)C(C)(C)O2)[CH2:37][CH2:36]1)([O:30][C:31]([CH3:34])([CH3:33])[CH3:32])=[O:29], predict the reaction product. The product is: [CH3:1][N:2]([C:12]1[CH:17]=[CH:16][C:15]([NH:18][C:19]([NH:21][C:22]2[CH:27]=[CH:26][CH:25]=[CH:24][CH:23]=2)=[O:20])=[CH:14][CH:13]=1)[S:3]([C:6]1[S:7][C:8]([C:38]2[CH2:39][CH2:40][N:35]([C:28]([O:30][C:31]([CH3:34])([CH3:33])[CH3:32])=[O:29])[CH2:36][CH:37]=2)=[CH:9][CH:10]=1)(=[O:5])=[O:4]. (4) Given the reactants C([O:3][C:4]([C:6]1[N:7]=[C:8]([CH2:11][O:12][C:13]2[CH:18]=[CH:17][C:16](I)=[CH:15][CH:14]=2)[S:9][CH:10]=1)=[O:5])C.[F:20][C:21]1[CH:26]=[CH:25][C:24](B(O)O)=[CH:23][N:22]=1, predict the reaction product. The product is: [F:20][C:21]1[N:22]=[CH:23][C:24]([C:16]2[CH:15]=[CH:14][C:13]([O:12][CH2:11][C:8]3[S:9][CH:10]=[C:6]([C:4]([OH:3])=[O:5])[N:7]=3)=[CH:18][CH:17]=2)=[CH:25][CH:26]=1.